From a dataset of Full USPTO retrosynthesis dataset with 1.9M reactions from patents (1976-2016). Predict the reactants needed to synthesize the given product. (1) Given the product [Cl:1][C:2]1[CH:7]=[CH:6][C:5]2[N:8]([C@H:9]3[CH2:10][C@@H:11]([S:13]([CH3:16])(=[O:14])=[O:15])[CH2:12]3)[C:20]([CH2:19][Cl:18])=[N:17][C:4]=2[CH:3]=1, predict the reactants needed to synthesize it. The reactants are: [Cl:1][C:2]1[CH:3]=[C:4]([NH2:17])[C:5]([NH:8][C@H:9]2[CH2:12][C@@H:11]([S:13]([CH3:16])(=[O:15])=[O:14])[CH2:10]2)=[CH:6][CH:7]=1.[Cl:18][CH2:19][C:20](OC)(OC)OC. (2) Given the product [C:12]1([C:6]23[CH2:5][NH:4][CH2:11][CH:10]2[CH2:9][O:8][NH:7]3)[CH:13]=[CH:14][CH:15]=[CH:16][CH:17]=1, predict the reactants needed to synthesize it. The reactants are: C([N:4]1[CH2:11][CH:10]2[C:6]([C:12]3[CH:17]=[CH:16][CH:15]=[CH:14][CH:13]=3)([NH:7][O:8][CH2:9]2)[CH2:5]1)C=C.Cl. (3) Given the product [NH2:12][C:9]1[CH:8]=[CH:7][CH:6]=[C:5]2[C:10]=1[CH:11]=[C:2]([CH3:1])[N:3]=[CH:4]2, predict the reactants needed to synthesize it. The reactants are: [CH3:1][C:2]1[N:3]=[CH:4][C:5]2[C:10]([CH:11]=1)=[C:9]([N+:12]([O-])=O)[CH:8]=[CH:7][CH:6]=2.NC1C=CC=C2C=1C=C(C)N=C2C. (4) Given the product [ClH:16].[Br:5][C:6]1[CH:7]=[C:8]([NH:9][NH2:1])[CH:10]=[CH:11][C:12]=1[F:13], predict the reactants needed to synthesize it. The reactants are: [N:1]([O-])=O.[Na+].[Br:5][C:6]1[CH:7]=[C:8]([CH:10]=[CH:11][C:12]=1[F:13])[NH2:9].O.O.[Cl:16][Sn]Cl. (5) Given the product [C:10]([NH:9][C:7]([NH:6][CH2:5][C:4]1[CH:3]=[C:2]([C:28]2[CH:27]=[C:26]([F:25])[CH:33]=[C:30]([CH:31]=[O:32])[C:29]=2[O:34][CH2:35][O:36][CH2:37][CH2:38][O:39][CH3:40])[C:16]([O:17][CH2:18][O:19][CH2:20][CH2:21][O:22][CH3:23])=[CH:15][CH:14]=1)=[O:8])([CH3:11])([CH3:12])[CH3:13], predict the reactants needed to synthesize it. The reactants are: Br[C:2]1[CH:3]=[C:4]([CH:14]=[CH:15][C:16]=1[O:17][CH2:18][O:19][CH2:20][CH2:21][O:22][CH2:23]C)[CH2:5][NH:6][C:7]([NH:9][C:10]([CH3:13])([CH3:12])[CH3:11])=[O:8].[F:25][C:26]1[CH:27]=[C:28](B2OC(C)(C)C(C)(C)O2)[C:29]([O:34][CH2:35][O:36][CH2:37][CH2:38][O:39][CH3:40])=[C:30]([CH:33]=1)[CH:31]=[O:32]. (6) The reactants are: [C:1]([C:5]1[CH:9]=[C:8]([NH2:10])[N:7]([C:11]2[CH:16]=[CH:15][C:14]([CH2:17][C:18]([O:20][CH2:21][CH3:22])=[O:19])=[CH:13][CH:12]=2)[N:6]=1)([CH3:4])([CH3:3])[CH3:2].C(N(CC)CC)C.C1N=CN([C:35]([N:37]2C=N[CH:39]=[CH:38]2)=[O:36])C=1.[F:42][C:43]1[C:48]([F:49])=CC=[CH:45][C:44]=1N. Given the product [C:1]([C:5]1[CH:9]=[C:8]([NH:10][C:35]([NH:37][C:38]2[CH:39]=[CH:45][CH:44]=[C:43]([F:42])[C:48]=2[F:49])=[O:36])[N:7]([C:11]2[CH:16]=[CH:15][C:14]([CH2:17][C:18]([O:20][CH2:21][CH3:22])=[O:19])=[CH:13][CH:12]=2)[N:6]=1)([CH3:4])([CH3:2])[CH3:3], predict the reactants needed to synthesize it.